From a dataset of Forward reaction prediction with 1.9M reactions from USPTO patents (1976-2016). Predict the product of the given reaction. (1) Given the reactants [OH:1][C:2]1[CH:7]=[CH:6][C:5]([C:8]2([C:11]([OH:13])=O)[CH2:10][CH2:9]2)=[CH:4][CH:3]=1.F[P-](F)(F)(F)(F)F.N1(O[P+](N(C)C)(N(C)C)N(C)C)[C:25]2[CH:26]=[CH:27][CH:28]=[CH:29][C:24]=2N=N1.Cl.Cl.[NH:43]1[CH2:47][CH2:46][C:45]2([C:55]3[CH:54]=[CH:53][N:52]=[CH:51][C:50]=3[C:49](=[O:56])[O:48]2)[CH2:44]1.[CH:57](N(CC)C(C)C)(C)[CH3:58], predict the reaction product. The product is: [C:24]1([CH2:57][CH2:58][O:1][C:2]2[CH:3]=[CH:4][C:5]([C:8]3([C:11]([N:43]4[CH2:47][CH2:46][C:45]5([C:55]6[CH:54]=[CH:53][N:52]=[CH:51][C:50]=6[C:49](=[O:56])[O:48]5)[CH2:44]4)=[O:13])[CH2:9][CH2:10]3)=[CH:6][CH:7]=2)[CH:25]=[CH:26][CH:27]=[CH:28][CH:29]=1. (2) The product is: [F:20][C:21]([F:32])([F:33])[O:22][C:23]1[CH:24]=[CH:25][C:26]([NH:29][C:30](=[O:31])[NH:1][C:2]2[CH:3]=[CH:4][C:5]([C:8]3[C:16]4[C:11](=[CH:12][N:13]=[CH:14][CH:15]=4)[NH:10][C:9]=3[C:17]([NH2:19])=[O:18])=[CH:6][CH:7]=2)=[CH:27][CH:28]=1. Given the reactants [NH2:1][C:2]1[CH:7]=[CH:6][C:5]([C:8]2[C:16]3[C:11](=[CH:12][N:13]=[CH:14][CH:15]=3)[NH:10][C:9]=2[C:17]([NH2:19])=[O:18])=[CH:4][CH:3]=1.[F:20][C:21]([F:33])([F:32])[O:22][C:23]1[CH:28]=[CH:27][C:26]([N:29]=[C:30]=[O:31])=[CH:25][CH:24]=1, predict the reaction product. (3) Given the reactants [O:1]=[C:2]1[N:10](COCC[Si](C)(C)C)[C:5]2=[N:6][CH:7]=[CH:8][CH:9]=[C:4]2[C@@:3]21[CH2:32][C:21]1=[N:22][C:23]3[CH:24]=[CH:25][C:26]([CH:30]=[O:31])=[CH:27][C:28]=3[CH:29]=[C:20]1[CH2:19]2.Cl.OS(O)(=O)=O.[OH-].[Na+], predict the reaction product. The product is: [O:1]=[C:2]1[NH:10][C:5]2=[N:6][CH:7]=[CH:8][CH:9]=[C:4]2[C@@:3]21[CH2:32][C:21]1=[N:22][C:23]3[CH:24]=[CH:25][C:26]([CH:30]=[O:31])=[CH:27][C:28]=3[CH:29]=[C:20]1[CH2:19]2. (4) Given the reactants [F:1][C:2]1[CH:3]=[C:4]([CH:42]=[CH:43][CH:44]=1)[CH2:5][N:6]1[CH:10]=[C:9]([C:11]2[C:19]3[C:14](=[N:15][CH:16]=[C:17]([C:20]4[CH:25]=[CH:24][C:23]([N:26]5[CH2:31][CH2:30][NH:29][CH2:28][CH2:27]5)=[CH:22][CH:21]=4)[CH:18]=3)[N:13]([S:32]([C:35]3[CH:41]=[CH:40][C:38]([CH3:39])=[CH:37][CH:36]=3)(=[O:34])=[O:33])[CH:12]=2)[CH:8]=[N:7]1.Cl.[CH:46]1([CH2:49][C:50](O)=[O:51])[CH2:48][CH2:47]1.CN(C(ON1N=NC2C=CC=NC1=2)=[N+](C)C)C.F[P-](F)(F)(F)(F)F.C1C=CC2N(O)N=NC=2C=1.CCN(C(C)C)C(C)C, predict the reaction product. The product is: [CH:46]1([CH2:49][C:50]([N:29]2[CH2:28][CH2:27][N:26]([C:23]3[CH:24]=[CH:25][C:20]([C:17]4[CH:18]=[C:19]5[C:11]([C:9]6[CH:8]=[N:7][N:6]([CH2:5][C:4]7[CH:42]=[CH:43][CH:44]=[C:2]([F:1])[CH:3]=7)[CH:10]=6)=[CH:12][N:13]([S:32]([C:35]6[CH:41]=[CH:40][C:38]([CH3:39])=[CH:37][CH:36]=6)(=[O:33])=[O:34])[C:14]5=[N:15][CH:16]=4)=[CH:21][CH:22]=3)[CH2:31][CH2:30]2)=[O:51])[CH2:48][CH2:47]1. (5) Given the reactants C[O:2][C:3]([CH:5]1[CH2:9][CH:8]([O:10][S:11]([CH3:14])(=[O:13])=[O:12])[CH2:7][N:6]1[C:15]([O:17][C:18]([CH3:21])([CH3:20])[CH3:19])=[O:16])=O.[BH4-].[Li+].Cl, predict the reaction product. The product is: [C:18]([O:17][C:15]([N:6]1[CH2:7][CH:8]([O:10][S:11]([CH3:14])(=[O:12])=[O:13])[CH2:9][CH:5]1[CH2:3][OH:2])=[O:16])([CH3:21])([CH3:20])[CH3:19]. (6) Given the reactants CN(C(ON1N=NC2C=CC=NC1=2)=[N+](C)C)C.F[P-](F)(F)(F)(F)F.[NH2:25][C:26]1[CH:34]=[CH:33][C:29]([C:30]([OH:32])=O)=[CH:28][C:27]=1[Cl:35].[NH2:36][CH:37]1[CH2:42][CH2:41][N:40]([CH3:43])[CH2:39][CH2:38]1.CCN(C(C)C)C(C)C, predict the reaction product. The product is: [NH2:25][C:26]1[CH:34]=[CH:33][C:29]([C:30]([NH:36][CH:37]2[CH2:42][CH2:41][N:40]([CH3:43])[CH2:39][CH2:38]2)=[O:32])=[CH:28][C:27]=1[Cl:35]. (7) Given the reactants [CH2:1]([Li])[CH2:2][CH2:3][CH3:4].C1[C:14]2[C:9](=[CH:10][CH:11]=[CH:12][CH:13]=2)C=C1.IC, predict the reaction product. The product is: [CH3:4][CH:3]1[C:14]2[C:9](=[CH:10][CH:11]=[CH:12][CH:13]=2)[CH:1]=[CH:2]1.